From a dataset of Reaction yield outcomes from USPTO patents with 853,638 reactions. Predict the reaction yield, written as a fraction of the theoretical maximum amount of product (1.0 means a 100% yield; for example, 0.34 means a 34% yield). (1) The reactants are [F:1][C:2]1[CH:3]=[C:4]([C:8]2[S:9][C:10]([N:13]([C:21]([O:23][C:24]([CH3:27])([CH3:26])[CH3:25])=[O:22])[C:14]([O:16][C:17]([CH3:20])([CH3:19])[CH3:18])=[O:15])=[CH:11][N:12]=2)[CH:5]=[N:6][CH:7]=1.[B-](F)(F)(F)[F:29].[B-](F)(F)(F)F.C1[N+]2(CCl)CC[N+](F)(CC2)C1.O. The catalyst is C(#N)C.CN(C=O)C. The product is [F:29][C:11]1[N:12]=[C:8]([C:4]2[CH:5]=[N:6][CH:7]=[C:2]([F:1])[CH:3]=2)[S:9][C:10]=1[N:13]([C:14]([O:16][C:17]([CH3:18])([CH3:19])[CH3:20])=[O:15])[C:21]([O:23][C:24]([CH3:27])([CH3:26])[CH3:25])=[O:22]. The yield is 0.820. (2) The reactants are O[CH:2]([C:6]1[C:7]([CH3:19])=[C:8]2[C:12](=[CH:13][C:14]=1[CH3:15])[N:11]([C:16](=[O:18])[CH3:17])[CH2:10][CH2:9]2)[C:3]([OH:5])=[O:4].Cl.[CH:21](N(C(C)C)CC)(C)[CH3:22].C(Cl)(=O)C. The catalyst is [Pd].C(O)C.C(OCC)(=O)C.O.CC(C)=O. The product is [C:16]([N:11]1[C:12]2[C:8](=[C:7]([CH3:19])[C:6]([CH2:2][C:3]([O:5][CH2:21][CH3:22])=[O:4])=[C:14]([CH3:15])[CH:13]=2)[CH2:9][CH2:10]1)(=[O:18])[CH3:17]. The yield is 0.910. (3) The reactants are Br[C:2]1[C:6](C)=[CH:5][S:4][CH:3]=1.[Li][CH2:9]CCC.C(O[B:17]1[O:21][C:20]([CH3:23])([CH3:22])[C:19]([CH3:25])([CH3:24])[O:18]1)(C)C. No catalyst specified. The product is [CH3:24][C:19]1([CH3:25])[C:20]([CH3:23])([CH3:22])[O:21][B:17]([C:6]2[CH:2]=[CH:3][S:4][C:5]=2[CH3:9])[O:18]1. The yield is 0.260. (4) The reactants are C(OC([N:8]1[CH2:13][CH2:12][N:11]([C:14]2[N:19]=[C:18]([C:20]3[CH:25]=[CH:24][N:23]=[C:22]([NH:26][CH:27]4[CH2:32][CH2:31][CH2:30][CH2:29][CH2:28]4)[CH:21]=3)[CH:17]=[C:16]([CH2:33][C:34]#[N:35])[CH:15]=2)[CH2:10][CH2:9]1)=O)(C)(C)C.C[Si](Cl)(C)C.[OH2:41]. The catalyst is C1COCC1. The product is [CH:27]1([NH:26][C:22]2[CH:21]=[C:20]([C:18]3[CH:17]=[C:16]([CH2:33][C:34]([NH2:35])=[O:41])[CH:15]=[C:14]([N:11]4[CH2:10][CH2:9][NH:8][CH2:13][CH2:12]4)[N:19]=3)[CH:25]=[CH:24][N:23]=2)[CH2:28][CH2:29][CH2:30][CH2:31][CH2:32]1. The yield is 0.450. (5) The reactants are Br[C:2]1[CH:3]=[C:4]2[C:8](=[CH:9][CH:10]=1)[NH:7][C:6]([CH:11]=[O:12])=[CH:5]2.[CH2:13]([B-](F)(F)F)[CH2:14][CH2:15][CH3:16].[K+]. No catalyst specified. The product is [CH2:13]([C:2]1[CH:3]=[C:4]2[C:8](=[CH:9][CH:10]=1)[NH:7][C:6]([CH:11]=[O:12])=[CH:5]2)[CH2:14][CH2:15][CH3:16]. The yield is 0.280. (6) The reactants are [Br:1][C:2]1[CH:3]=[C:4]([O:9][C:10]2[CH:15]=[CH:14][CH:13]=[CH:12][CH:11]=2)[C:5]([NH2:8])=[N:6][CH:7]=1.[C:16]([N:24]=[C:25]=[S:26])(=[O:23])[C:17]1[CH:22]=[CH:21][CH:20]=[CH:19][CH:18]=1. The catalyst is C1COCC1. The product is [C:16]([NH:24][C:25]([NH:8][C:5]1[C:4]([O:9][C:10]2[CH:15]=[CH:14][CH:13]=[CH:12][CH:11]=2)=[CH:3][C:2]([Br:1])=[CH:7][N:6]=1)=[S:26])(=[O:23])[C:17]1[CH:22]=[CH:21][CH:20]=[CH:19][CH:18]=1. The yield is 0.912. (7) The reactants are C(OC(=O)[NH:10][CH2:11][CH2:12][CH2:13][CH2:14][C:15]1[CH:20]=[CH:19][C:18]([O:21][CH2:22][C:23](=[O:27])[N:24]([CH3:26])[CH3:25])=[CH:17][CH:16]=1)C1C=CC=CC=1. The catalyst is C(O)C.[Pd]. The product is [NH2:10][CH2:11][CH2:12][CH2:13][CH2:14][C:15]1[CH:20]=[CH:19][C:18]([O:21][CH2:22][C:23]([N:24]([CH3:25])[CH3:26])=[O:27])=[CH:17][CH:16]=1. The yield is 0.600.